This data is from Forward reaction prediction with 1.9M reactions from USPTO patents (1976-2016). The task is: Predict the product of the given reaction. Given the reactants [C:12]([O:11][C:9](O[C:9]([O:11][C:12]([CH3:15])([CH3:14])[CH3:13])=[O:10])=[O:10])([CH3:15])([CH3:14])[CH3:13].[Br:16][C:17]1[CH:22]=[CH:21][C:20]([CH2:23][CH2:24][CH2:25]C(O)=O)=[CH:19][CH:18]=1, predict the reaction product. The product is: [Br:16][C:17]1[CH:22]=[CH:21][C:20]([CH2:23][CH2:24][CH2:25][C:9]([O:11][C:12]([CH3:13])([CH3:14])[CH3:15])=[O:10])=[CH:19][CH:18]=1.